Task: Predict which catalyst facilitates the given reaction.. Dataset: Catalyst prediction with 721,799 reactions and 888 catalyst types from USPTO (1) Reactant: [CH3:1][C@@:2]([S:19]([CH3:22])(=[O:21])=[O:20])([CH2:6][CH2:7][N:8]1[CH:12]=[C:11]([C:13]2[CH:18]=[CH:17][CH:16]=[CH:15][CH:14]=2)[CH:10]=[N:9]1)[C:3]([OH:5])=O.CCN(C(C)C)C(C)C.[O:32]1[CH2:37][CH2:36][CH2:35][CH2:34][CH:33]1[O:38][NH2:39].CN(C(ON1N=NC2C=CC=NC1=2)=[N+](C)C)C.F[P-](F)(F)(F)(F)F. Product: [CH3:1][C@@:2]([S:19]([CH3:22])(=[O:21])=[O:20])([CH2:6][CH2:7][N:8]1[CH:12]=[C:11]([C:13]2[CH:18]=[CH:17][CH:16]=[CH:15][CH:14]=2)[CH:10]=[N:9]1)[C:3]([NH:39][O:38][CH:33]1[CH2:34][CH2:35][CH2:36][CH2:37][O:32]1)=[O:5]. The catalyst class is: 173. (2) Reactant: [CH3:1][O:2][C:3]1[CH:8]=[CH:7][NH:6][C:5](=[O:9])[C:4]=1[C:10]#[N:11].Br[CH2:13][CH2:14][CH2:15][CH3:16].C(=O)([O-])[O-].[K+].[K+]. Product: [CH2:13]([N:6]1[CH:7]=[CH:8][C:3]([O:2][CH3:1])=[C:4]([C:10]#[N:11])[C:5]1=[O:9])[CH2:14][CH2:15][CH3:16]. The catalyst class is: 10. (3) Reactant: [CH2:1]([C:4]1[C:5]2[CH2:6][CH2:7][CH2:8][CH2:9][C:10]=2[C:11]([CH2:20][CH2:21][CH3:22])=[C:12]2[C:17]=1[CH:16]=[C:15]([I:18])[C:14]([I:19])=[CH:13]2)[CH2:2][CH3:3].ClC1C(=O)C(C#N)=C(C#N)C(=O)C=1Cl. Product: [CH2:20]([C:11]1[C:10]2[C:5]([C:4]([CH2:1][CH2:2][CH3:3])=[C:17]3[C:12]=1[CH:13]=[C:14]([I:19])[C:15]([I:18])=[CH:16]3)=[CH:6][CH:7]=[CH:8][CH:9]=2)[CH2:21][CH3:22]. The catalyst class is: 12.